Dataset: Full USPTO retrosynthesis dataset with 1.9M reactions from patents (1976-2016). Task: Predict the reactants needed to synthesize the given product. (1) Given the product [ClH:17].[CH3:1][O:2][C:3]([C:5]1([CH3:16])[CH2:8][NH:7][CH2:6]1)=[O:4], predict the reactants needed to synthesize it. The reactants are: [CH3:1][O:2][C:3]([C:5]1([CH3:16])[CH2:8][N:7](C(OC(C)(C)C)=O)[CH2:6]1)=[O:4].[ClH:17]. (2) The reactants are: [F:1][C:2]1[CH:7]=[CH:6][C:5]([C:8]2[NH:12][C:11]([C@@H:13]3[CH2:17][CH2:16][CH2:15][N:14]3C(OC(C)(C)C)=O)=[N:10][CH:9]=2)=[CH:4][CH:3]=1. Given the product [F:1][C:2]1[CH:3]=[CH:4][C:5]([C:8]2[NH:12][C:11]([C@@H:13]3[CH2:17][CH2:16][CH2:15][NH:14]3)=[N:10][CH:9]=2)=[CH:6][CH:7]=1, predict the reactants needed to synthesize it. (3) The reactants are: [O:1]1[CH2:6][CH2:5][C:4]([C:9]#[N:10])([C:7]#[N:8])[CH2:3][CH2:2]1.[BH4-].[Na+]. Given the product [NH2:10][CH2:9][C:4]1([C:7]#[N:8])[CH2:5][CH2:6][O:1][CH2:2][CH2:3]1, predict the reactants needed to synthesize it. (4) Given the product [C:5]([NH:9][C:10](=[O:42])[C:11]1[CH:16]=[CH:15][C:14]([S:17]([N:20]2[C:28]3[C:23](=[CH:24][C:25]([O:29][CH2:30][CH3:31])=[CH:26][CH:27]=3)[C:22]([C:33]3[CH:38]=[CH:37][CH:36]=[C:35]([OH:39])[CH:34]=3)([CH3:32])[C:21]2=[O:41])(=[O:19])=[O:18])=[CH:13][CH:12]=1)([CH3:6])([CH3:7])[CH3:8], predict the reactants needed to synthesize it. The reactants are: B(Br)(Br)Br.[C:5]([NH:9][C:10](=[O:42])[C:11]1[CH:16]=[CH:15][C:14]([S:17]([N:20]2[C:28]3[C:23](=[CH:24][C:25]([O:29][CH2:30][CH3:31])=[CH:26][CH:27]=3)[C:22]([C:33]3[CH:38]=[CH:37][CH:36]=[C:35]([O:39]C)[CH:34]=3)([CH3:32])[C:21]2=[O:41])(=[O:19])=[O:18])=[CH:13][CH:12]=1)([CH3:8])([CH3:7])[CH3:6].C(N(CC)CC)C. (5) Given the product [Br:1][C:2]1[CH:7]=[CH:6][C:5]([N:8]2[C:9]3[CH:14]=[CH:13][CH:12]=[CH:11][C:10]=3[N:15]=[C:16]2[C:17]2[CH:22]=[CH:21][CH:20]=[CH:19][CH:18]=2)=[CH:4][CH:3]=1, predict the reactants needed to synthesize it. The reactants are: [Br:1][C:2]1[CH:7]=[CH:6][C:5]([NH:8][C:9]2[CH:14]=[CH:13][CH:12]=[CH:11][C:10]=2[NH:15][C:16](=O)[C:17]2[CH:22]=[CH:21][CH:20]=[CH:19][CH:18]=2)=[CH:4][CH:3]=1.O.C1(C)C=CC(S(O)(=O)=O)=CC=1.C(OCC)(=O)C.C(Cl)Cl.